Dataset: Reaction yield outcomes from USPTO patents with 853,638 reactions. Task: Predict the reaction yield, written as a fraction of the theoretical maximum amount of product (1.0 means a 100% yield; for example, 0.34 means a 34% yield). (1) The reactants are [Cl:1][C:2]1[C:3]([N:20]([CH:22]2[CH2:27][CH2:26][NH:25][CH2:24][CH:23]2[CH2:28][CH3:29])[CH3:21])=[N:4][C:5]([NH:8][C:9]2[CH:10]=[CH:11][C:12]3[C:16]([CH:17]=2)=[N:15][N:14]([CH3:18])[C:13]=3[CH3:19])=[N:6][CH:7]=1.Cl[C:31]1[N:36]=[N:35][C:34]([C:37]#[N:38])=[CH:33][CH:32]=1. The catalyst is C(O)C. The product is [Cl:1][C:2]1[C:3]([N:20]([CH3:21])[CH:22]2[CH2:27][CH2:26][N:25]([C:31]3[N:36]=[N:35][C:34]([C:37]#[N:38])=[CH:33][CH:32]=3)[CH2:24][CH:23]2[CH2:28][CH3:29])=[N:4][C:5]([NH:8][C:9]2[CH:10]=[CH:11][C:12]3[C:16]([CH:17]=2)=[N:15][N:14]([CH3:18])[C:13]=3[CH3:19])=[N:6][CH:7]=1. The yield is 0.520. (2) The reactants are [CH2:1]([CH:3]([CH2:18][CH2:19][CH2:20][CH3:21])[CH2:4][O:5][P:6]([O-:17])([O:8][CH2:9][CH:10]([CH2:15][CH3:16])[CH2:11][CH2:12][CH2:13][CH3:14])=[O:7])[CH3:2].[Br-].[CH2:23]([NH3+:37])[CH2:24][CH2:25][CH2:26][CH2:27][CH2:28][CH2:29][CH2:30][CH2:31][CH2:32][CH2:33][CH2:34][CH2:35][CH3:36].[OH-].[Na+]. The catalyst is CC(C)=O.O. The product is [CH2:1]([CH:3]([CH2:18][CH2:19][CH2:20][CH3:21])[CH2:4][O:5][P:6]([O-:17])([O:8][CH2:9][CH:10]([CH2:15][CH3:16])[CH2:11][CH2:12][CH2:13][CH3:14])=[O:7])[CH3:2].[CH2:23]([NH3+:37])[CH2:24][CH2:25][CH2:26][CH2:27][CH2:28][CH2:29][CH2:30][CH2:31][CH2:32][CH2:33][CH2:34][CH2:35][CH3:36]. The yield is 0.910. (3) The reactants are [CH2:1]1[C:9]2[C:4](=[CH:5][CH:6]=[C:7]([C:10]3([C:13]#N)[CH2:12][CH2:11]3)[CH:8]=2)[CH2:3][CH2:2]1.[OH-:15].[Na+].Cl.C[OH:19]. No catalyst specified. The product is [CH2:1]1[C:9]2[C:4](=[CH:5][CH:6]=[C:7]([C:10]3([C:13]([OH:19])=[O:15])[CH2:12][CH2:11]3)[CH:8]=2)[CH2:3][CH2:2]1. The yield is 0.470. (4) The reactants are [CH:1]([C:3]1[CH:8]=[CH:7][C:6]([C:9]([CH3:14])([CH3:13])[C:10]([OH:12])=[O:11])=[CH:5][CH:4]=1)=[CH2:2]. The catalyst is C(O)C.[C].[Pd]. The product is [CH2:1]([C:3]1[CH:8]=[CH:7][C:6]([C:9]([CH3:13])([CH3:14])[C:10]([OH:12])=[O:11])=[CH:5][CH:4]=1)[CH3:2]. The yield is 0.948. (5) The reactants are O1CCCCC1ONC(C1(S(C2C=CC(C3C=CC(CCC(F)(F)C(F)(F)F)=CC=3)=CC=2)(=O)=O)CCN(C2CC2)CC1)=O.O1CCCCC1[O:50][NH:51][C:52]([C:54]1([S:60]([C:63]2[CH:68]=[CH:67][C:66]([C:69]3[CH:74]=[N:73][C:72]([CH2:75][CH2:76][C:77]([F:83])([F:82])[C:78]([F:81])([F:80])[F:79])=[CH:71][N:70]=3)=[CH:65][CH:64]=2)(=[O:62])=[O:61])[CH2:59][CH2:58][O:57][CH2:56][CH2:55]1)=[O:53].CO.[ClH:86]. The catalyst is O1CCOCC1.C(OCC)C.CCCCCC. The product is [ClH:86].[OH:50][NH:51][C:52]([C:54]1([S:60]([C:63]2[CH:64]=[CH:65][C:66]([C:69]3[CH:74]=[N:73][C:72]([CH2:75][CH2:76][C:77]([F:83])([F:82])[C:78]([F:81])([F:79])[F:80])=[CH:71][N:70]=3)=[CH:67][CH:68]=2)(=[O:61])=[O:62])[CH2:55][CH2:56][O:57][CH2:58][CH2:59]1)=[O:53]. The yield is 0.820. (6) The reactants are [H-].[Na+].[Br:3][C:4]1[CH:5]=[CH:6][C:7]2[N:11]=[C:10]([CH2:12][N:13]([CH3:15])[CH3:14])[NH:9][C:8]=2[CH:16]=1.Cl[CH2:18][O:19][CH2:20][CH2:21][Si:22]([CH3:25])([CH3:24])[CH3:23]. The catalyst is CN(C)C=O. The product is [Br:3][C:4]1[CH:5]=[CH:6][C:7]2[N:11]=[C:10]([CH2:12][N:13]([CH3:14])[CH3:15])[N:9]([CH2:18][O:19][CH2:20][CH2:21][Si:22]([CH3:25])([CH3:24])[CH3:23])[C:8]=2[CH:16]=1. The yield is 0.490. (7) The reactants are [Br:1][C:2]1[C:3](F)=[C:4]2[C:10]([NH:11][C:12]([C@@H:14]3[CH2:18][CH2:17][CH2:16][O:15]3)=[O:13])=[CH:9][NH:8][C:5]2=[N:6][CH:7]=1.[NH:20]1[CH2:25][CH2:24][CH2:23][C@@H:22]([NH:26][C:27](=[O:33])[O:28][C:29]([CH3:32])([CH3:31])[CH3:30])[CH2:21]1.C(N(C(C)C)C(C)C)C. The catalyst is CCCCO. The product is [Br:1][C:2]1[C:3]([N:20]2[CH2:25][CH2:24][CH2:23][C@@H:22]([NH:26][C:27](=[O:33])[O:28][C:29]([CH3:31])([CH3:30])[CH3:32])[CH2:21]2)=[C:4]2[C:10]([NH:11][C:12]([C@@H:14]3[CH2:18][CH2:17][CH2:16][O:15]3)=[O:13])=[CH:9][NH:8][C:5]2=[N:6][CH:7]=1. The yield is 0.496.